Dataset: Full USPTO retrosynthesis dataset with 1.9M reactions from patents (1976-2016). Task: Predict the reactants needed to synthesize the given product. (1) Given the product [ClH:42].[CH:1]([S:4]([N:7]1[C:11]2[CH:12]=[C:13]([C:16]3[N:20]([CH:21]4[CH2:26][CH2:25][CH:24]([NH2:27])[CH2:23][CH2:22]4)[CH:19]=[N:18][C:17]=3[C:35]3[CH:36]=[CH:37][CH:38]=[CH:39][CH:40]=3)[CH:14]=[CH:15][C:10]=2[N:9]=[C:8]1[NH2:41])(=[O:5])=[O:6])([CH3:3])[CH3:2], predict the reactants needed to synthesize it. The reactants are: [CH:1]([S:4]([N:7]1[C:11]2[CH:12]=[C:13]([C:16]3[N:20]([CH:21]4[CH2:26][CH2:25][CH:24]([NH:27]C(OC(C)(C)C)=O)[CH2:23][CH2:22]4)[CH:19]=[N:18][C:17]=3[C:35]3[CH:40]=[CH:39][CH:38]=[CH:37][CH:36]=3)[CH:14]=[CH:15][C:10]=2[N:9]=[C:8]1[NH2:41])(=[O:6])=[O:5])([CH3:3])[CH3:2].[ClH:42]. (2) Given the product [NH2:1][C:2]([C:4]1[C:5]([F:19])=[C:6]([CH:15]=[CH:16][C:17]=1[F:18])[O:7][CH2:8][CH:9]=[CH:10][C:11]([OH:13])=[O:12])=[O:3], predict the reactants needed to synthesize it. The reactants are: [NH2:1][C:2]([C:4]1[C:5]([F:19])=[C:6]([CH:15]=[CH:16][C:17]=1[F:18])[O:7][CH2:8][CH:9]=[CH:10][C:11]([O:13]C)=[O:12])=[O:3].[OH-].[Na+].Cl. (3) Given the product [Cl:1][C:2]1[C:7]([O:8][CH3:9])=[CH:6][C:5]([N:10]2[CH2:15][CH2:14][N:13]([C:16](=[O:29])[CH2:17][N:18]3[C:22]4=[N:23][CH:24]=[CH:25][CH:26]=[C:21]4[C:20]([C:27]([NH:32][OH:33])=[NH:28])=[N:19]3)[CH:12]([CH3:30])[CH2:11]2)=[C:4]([F:31])[CH:3]=1, predict the reactants needed to synthesize it. The reactants are: [Cl:1][C:2]1[C:7]([O:8][CH3:9])=[CH:6][C:5]([N:10]2[CH2:15][CH2:14][N:13]([C:16](=[O:29])[CH2:17][N:18]3[C:22]4=[N:23][CH:24]=[CH:25][CH:26]=[C:21]4[C:20]([C:27]#[N:28])=[N:19]3)[C@@H:12]([CH3:30])[CH2:11]2)=[C:4]([F:31])[CH:3]=1.[NH2:32][OH:33].Cl. (4) Given the product [CH2:7]([O:6][C:4](=[O:5])[CH:3]([C:1]#[N:2])[C:12]1[CH:17]=[CH:16][C:15]([O:18][CH3:19])=[CH:14][C:13]=1[N+:20]([O-:22])=[O:21])[CH3:8], predict the reactants needed to synthesize it. The reactants are: [C:1]([CH2:3][C:4]([O:6][CH2:7][CH3:8])=[O:5])#[N:2].[H-].[Na+].Cl[C:12]1[CH:17]=[CH:16][C:15]([O:18][CH3:19])=[CH:14][C:13]=1[N+:20]([O-:22])=[O:21]. (5) Given the product [NH2:14][C:15]1[O:8][CH:21]=[C:22]([CH3:17])[C:23]=1[C:24]#[N:25], predict the reactants needed to synthesize it. The reactants are: B(F)(F)F.BrCC(OCC)[O:8]CC.[NH2:14][C:15]1N[C:17]2[C:22]([C:23]=1[C:24]#[N:25])=[C:21](Br)C=CC=2.